Task: Predict the reactants needed to synthesize the given product.. Dataset: Full USPTO retrosynthesis dataset with 1.9M reactions from patents (1976-2016) (1) Given the product [CH3:1][O:2][C:3]1[CH:8]=[CH:7][C:6]([C:13]2[S:17][C:16]([S:18]([N:21]3[CH:25]=[CH:24][CH:23]=[CH:22]3)(=[O:19])=[O:20])=[CH:15][CH:14]=2)=[CH:5][CH:4]=1, predict the reactants needed to synthesize it. The reactants are: [CH3:1][O:2][C:3]1[CH:8]=[CH:7][C:6](B(O)O)=[CH:5][CH:4]=1.Br[C:13]1[S:17][C:16]([S:18]([N:21]2[CH:25]=[CH:24][CH:23]=[CH:22]2)(=[O:20])=[O:19])=[CH:15][CH:14]=1. (2) Given the product [OH:8][C:6]1[CH:5]=[CH:4][C:3]([CH2:9][C:10]([O:12][CH2:13][C:14]2[CH:19]=[CH:18][CH:17]=[CH:16][CH:15]=2)=[O:11])=[C:2]([C:20]2[CH:25]=[CH:24][CH:23]=[CH:22][CH:21]=2)[CH:7]=1, predict the reactants needed to synthesize it. The reactants are: Br[C:2]1[CH:7]=[C:6]([OH:8])[CH:5]=[CH:4][C:3]=1[CH2:9][C:10]([O:12][CH2:13][C:14]1[CH:19]=[CH:18][CH:17]=[CH:16][CH:15]=1)=[O:11].[C:20]1(B(O)O)[CH:25]=[CH:24][CH:23]=[CH:22][CH:21]=1.C(=O)([O-])[O-].[Na+].[Na+]. (3) Given the product [C:1]([C:5]1[N:6]=[C:7]([N:22]2[CH2:27][CH2:26][CH2:24][CH:23]2[C:41]2[N:38]([CH3:36])[N:39]=[CH:47][CH:42]=2)[C:8]2[N:13]=[N:12][N:11]([CH2:14][C:15]3[CH:20]=[CH:19][CH:18]=[CH:17][C:16]=3[Cl:21])[C:9]=2[N:10]=1)([CH3:4])([CH3:3])[CH3:2], predict the reactants needed to synthesize it. The reactants are: [C:1]([C:5]1[N:6]=[C:7]([N:22]2[CH2:27][CH2:26]O[CH2:24][CH2:23]2)[C:8]2[N:13]=[N:12][N:11]([CH2:14][C:15]3[CH:20]=[CH:19][CH:18]=[CH:17][C:16]=3[Cl:21])[C:9]=2[N:10]=1)([CH3:4])([CH3:3])[CH3:2].C(C1N=C(Cl)C2N=[N:39][N:38]([CH2:41][C:42]3[CH:47]=CC=CC=3Cl)[C:36]=2N=1)(C)(C)C.CN1C(C2CCCN2)=CC=N1. (4) Given the product [Cl:13][C:10]1[CH:11]=[CH:12][C:7]([C:5]2[N:6]=[C:2]([N:25]3[CH:29]=[CH:28][N:27]=[CH:26]3)[O:3][C:4]=2[CH2:14][CH2:15][CH2:16][O:17][C:18]2[CH:23]=[CH:22][CH:21]=[CH:20][C:19]=2[CH3:24])=[CH:8][CH:9]=1, predict the reactants needed to synthesize it. The reactants are: Cl[C:2]1[O:3][C:4]([CH2:14][CH2:15][CH2:16][O:17][C:18]2[CH:23]=[CH:22][CH:21]=[CH:20][C:19]=2[CH3:24])=[C:5]([C:7]2[CH:12]=[CH:11][C:10]([Cl:13])=[CH:9][CH:8]=2)[N:6]=1.[NH:25]1[CH:29]=[CH:28][N:27]=[CH:26]1.C(=O)([O-])[O-].[K+].[K+].CN(C)C=O. (5) The reactants are: C([O:8][C:9]1[CH:14]=[CH:13][C:12]([S:15]([N:18]2[CH2:23][CH:22]=[CH:21][C:20]([CH3:25])([OH:24])[CH:19]2[C:26]([C:39]2[CH:44]=[CH:43][CH:42]=[CH:41][CH:40]=2)([C:33]2[CH:38]=[CH:37][CH:36]=[CH:35][CH:34]=2)[O:27][SiH2:28][C:29]([CH3:32])([CH3:31])[CH3:30])(=[O:17])=[O:16])=[CH:11][CH:10]=1)C1C=CC=CC=1.[H][H]. Given the product [C:29]([SiH2:28][O:27][C:26]([C:39]1[CH:44]=[CH:43][CH:42]=[CH:41][CH:40]=1)([C:33]1[CH:34]=[CH:35][CH:36]=[CH:37][CH:38]=1)[CH:19]1[C:20]([CH3:25])([OH:24])[CH2:21][CH2:22][CH2:23][N:18]1[S:15]([C:12]1[CH:13]=[CH:14][C:9]([OH:8])=[CH:10][CH:11]=1)(=[O:16])=[O:17])([CH3:30])([CH3:31])[CH3:32], predict the reactants needed to synthesize it. (6) The reactants are: C1([C@@H:7]([NH:9][C@@H:10]2[C@H:15]([C:16]([O:18]CC)=O)[CH2:14][CH2:13][O:12][CH2:11]2)C)C=CC=CC=1.[CH3:21][C:22]([O-:25])([CH3:24])[CH3:23].[K+].CC[OH:29]. Given the product [OH:18][CH2:16][C@H:15]1[CH2:14][CH2:13][O:12][CH2:11][C@@H:10]1[NH:9][C:7](=[O:29])[O:25][C:22]([CH3:24])([CH3:23])[CH3:21], predict the reactants needed to synthesize it. (7) Given the product [F:33][C:34]1[C:39]([C:40]([F:42])([F:43])[F:41])=[CH:38][CH:37]=[CH:36][C:35]=1[NH:44][C:22]1[CH:21]=[C:20]([C:18]2[N:19]=[C:14]([N:11]3[CH2:12][CH2:13][NH:8][CH2:9][CH2:10]3)[C:15]3[C:30]([O:31][CH3:32])=[CH:29][N:28]=[CH:27][C:16]=3[N:17]=2)[CH:25]=[CH:24][N:23]=1, predict the reactants needed to synthesize it. The reactants are: C(OC([N:8]1[CH2:13][CH2:12][N:11]([C:14]2[C:15]3[C:30]([O:31][CH3:32])=[CH:29][N:28]=[CH:27][C:16]=3[N:17]=[C:18]([C:20]3[CH:25]=[CH:24][N:23]=[C:22](Cl)[CH:21]=3)[N:19]=2)[CH2:10][CH2:9]1)=O)(C)(C)C.[F:33][C:34]1[C:39]([C:40]([F:43])([F:42])[F:41])=[CH:38][CH:37]=[CH:36][C:35]=1[NH2:44]. (8) Given the product [C:8]([C:7]1[CH:6]=[CH:5][N:4]=[CH:3][C:2]=1[CH3:1])#[CH:9], predict the reactants needed to synthesize it. The reactants are: [CH3:1][C:2]1[CH:3]=[N:4][CH:5]=[CH:6][C:7]=1[C:8]#[C:9][Si](C)(C)C.C(=O)([O-])[O-].[K+].[K+].CCOCC. (9) Given the product [O:14]=[C:6]1[C:5]2[CH:15]=[CH:16][C:2]([NH:1][CH2:18][CH2:19][C:20]([O:22][CH2:23][CH3:24])=[O:21])=[CH:3][C:4]=2[C:13]2[C:8](=[N:9][CH:10]=[CH:11][CH:12]=2)[NH:7]1, predict the reactants needed to synthesize it. The reactants are: [NH2:1][C:2]1[CH:16]=[CH:15][C:5]2[C:6](=[O:14])[NH:7][C:8]3[C:13]([C:4]=2[CH:3]=1)=[CH:12][CH:11]=[CH:10][N:9]=3.Br[CH2:18][CH2:19][C:20]([O:22][CH2:23][CH3:24])=[O:21].